From a dataset of Reaction yield outcomes from USPTO patents with 853,638 reactions. Predict the reaction yield, written as a fraction of the theoretical maximum amount of product (1.0 means a 100% yield; for example, 0.34 means a 34% yield). (1) The reactants are C1(N)C(F)=C(F)C(F)=C(N)C=1F.Cl.Cl.[NH:15]1[C:23]2[C:18](=[CH:19][CH:20]=[CH:21][CH:22]=2)[C:17](/[CH:24]=[CH:25]/[C:26]2[CH:39]=[CH:38][C:29]([C:30]([N:32]3[CH2:37][CH2:36][NH:35][CH2:34][CH2:33]3)=[O:31])=[CH:28][CH:27]=2)=[N:16]1.CN1CCOCC1.Cl.C(N=C=NCCCN(C)C)C.O.ON1C2C=CC=CC=2N=N1.[C:70]([N:73]([CH2:75][C:76](O)=[O:77])[CH3:74])(=[O:72])[CH3:71]. The catalyst is C(Cl)(Cl)Cl.CO. The product is [C:70]([N:73]([CH2:75][C:76]([N:35]1[CH2:36][CH2:37][N:32]([C:30](=[O:31])[C:29]2[CH:28]=[CH:27][C:26](/[CH:25]=[CH:24]/[C:17]3[C:18]4[C:23](=[CH:22][CH:21]=[CH:20][CH:19]=4)[NH:15][N:16]=3)=[CH:39][CH:38]=2)[CH2:33][CH2:34]1)=[O:77])[CH3:74])(=[O:72])[CH3:71]. The yield is 0.250. (2) The reactants are [F:1][C:2]1[CH:9]=[C:8]([C:10]#[C:11][Si](C)(C)C)[CH:7]=[CH:6][C:3]=1[CH:4]=[O:5].C([O-])([O-])=O.[K+].[K+]. The catalyst is CO. The product is [C:10]([C:8]1[CH:7]=[CH:6][C:3]([CH:4]=[O:5])=[C:2]([F:1])[CH:9]=1)#[CH:11]. The yield is 0.810. (3) The reactants are [Br:1][C:2]1[N:3]=[C:4]2[C:10]([C:11]([OH:13])=O)=[CH:9][N:8]([CH2:14][O:15][CH2:16][CH2:17][Si:18]([CH3:21])([CH3:20])[CH3:19])[C:5]2=[N:6][CH:7]=1.Cl.[NH2:23][C@@H:24]([CH3:30])[C:25]([CH3:29])([CH3:28])[C:26]#[N:27].C(Cl)CCl.C1C=CC2N(O)N=NC=2C=1.CCN(C(C)C)C(C)C. The catalyst is CN(C=O)C. The product is [C:26]([C:25]([CH3:29])([CH3:28])[C@@H:24]([NH:23][C:11]([C:10]1[C:4]2[C:5](=[N:6][CH:7]=[C:2]([Br:1])[N:3]=2)[N:8]([CH2:14][O:15][CH2:16][CH2:17][Si:18]([CH3:21])([CH3:20])[CH3:19])[CH:9]=1)=[O:13])[CH3:30])#[N:27]. The yield is 0.960. (4) The reactants are [CH2:1]([C:9]1[CH:14]=[CH:13][C:12]([NH2:15])=[CH:11][CH:10]=1)[C:2]1[CH:7]=[CH:6][C:5]([NH2:8])=[CH:4][CH:3]=1. The yield is 0.960. The catalyst is [Pt].CC(=O)CC. The product is [CH3:9][CH:1]([NH:15][C:12]1[CH:13]=[CH:14][C:9]([CH2:1][C:2]2[CH:3]=[CH:4][C:5]([NH:8][CH:5]([CH2:6][CH3:7])[CH3:4])=[CH:6][CH:7]=2)=[CH:10][CH:11]=1)[CH2:2][CH3:3]. (5) The reactants are [NH:1]1[CH2:7][CH2:6][CH2:5][C@H:4]([NH:8][C:9](=[O:18])[O:10][CH2:11][C:12]2[CH:17]=[CH:16][CH:15]=[CH:14][CH:13]=2)[CH2:3][CH2:2]1.F[C:20]1[N:25]=[C:24]([C:26]2[C:34]3[C:29](=[CH:30][N:31]=[C:32]([C:35]4[CH:36]=[N:37][N:38]([CH3:40])[CH:39]=4)[CH:33]=3)[N:28]([CH:41]3[CH2:46][CH2:45][CH2:44][CH2:43][O:42]3)[N:27]=2)[CH:23]=[CH:22][CH:21]=1. No catalyst specified. The product is [CH3:40][N:38]1[CH:39]=[C:35]([C:32]2[CH:33]=[C:34]3[C:26]([C:24]4[N:25]=[C:20]([N:1]5[CH2:7][CH2:6][CH2:5][C@H:4]([NH:8][C:9](=[O:18])[O:10][CH2:11][C:12]6[CH:13]=[CH:14][CH:15]=[CH:16][CH:17]=6)[CH2:3][CH2:2]5)[CH:21]=[CH:22][CH:23]=4)=[N:27][N:28]([CH:41]4[CH2:46][CH2:45][CH2:44][CH2:43][O:42]4)[C:29]3=[CH:30][N:31]=2)[CH:36]=[N:37]1. The yield is 0.734. (6) The reactants are [C:1]1([N:7]2[CH2:12][CH2:11][CH2:10][NH:9][S:8]2(=[O:14])=[O:13])[CH:6]=[CH:5][CH:4]=[CH:3][CH:2]=1.C([O-])([O-])=O.[K+].[K+].Br[CH2:22][C:23]([O:25][CH2:26][CH3:27])=[O:24]. The catalyst is CS(C)=O. The product is [O:13]=[S:8]1(=[O:14])[N:7]([C:1]2[CH:2]=[CH:3][CH:4]=[CH:5][CH:6]=2)[CH2:12][CH2:11][CH2:10][N:9]1[CH2:22][C:23]([O:25][CH2:26][CH3:27])=[O:24]. The yield is 0.830. (7) The reactants are Br[C:2]1[C:6]([CH3:7])=[C:5]([C:8]2[CH:13]=[CH:12][C:11]([O:14]C)=[CH:10][C:9]=2[CH3:16])[S:4][C:3]=1[CH:17]1[O:21]CCO1.[F:22][C:23]1[CH:24]=[C:25](B(O)O)[CH:26]=[CH:27][C:28]=1[O:29]C. No catalyst specified. The product is [F:22][C:23]1[CH:24]=[C:25]([C:2]2[C:6]([CH3:7])=[C:5]([C:8]3[CH:13]=[CH:12][C:11]([OH:14])=[CH:10][C:9]=3[CH3:16])[S:4][C:3]=2[CH:17]=[O:21])[CH:26]=[CH:27][C:28]=1[OH:29]. The yield is 0.670. (8) The reactants are [NH2:1][C:2]1[CH:3]=[C:4]([Cl:14])[C:5]2[NH:9][C:8]([CH:10]([F:12])[F:11])=[N:7][C:6]=2[CH:13]=1.[Cl:15][C:16]1[N:21]=[C:20](Cl)[N:19]=[C:18]([N:23]2[CH2:28][CH2:27][O:26][CH2:25][CH2:24]2)[N:17]=1.C(=O)([O-])[O-].[K+].[K+]. The catalyst is CC(C)=O. The product is [NH2:1][C:2]1[CH:3]=[C:4]([Cl:14])[C:5]2[N:9]=[C:8]([CH:10]([F:11])[F:12])[N:7]([C:20]3[N:21]=[C:16]([Cl:15])[N:17]=[C:18]([N:23]4[CH2:24][CH2:25][O:26][CH2:27][CH2:28]4)[N:19]=3)[C:6]=2[CH:13]=1. The yield is 0.280.